This data is from TCR-epitope binding with 47,182 pairs between 192 epitopes and 23,139 TCRs. The task is: Binary Classification. Given a T-cell receptor sequence (or CDR3 region) and an epitope sequence, predict whether binding occurs between them. (1) The epitope is IVTDFSVIK. The TCR CDR3 sequence is CASGPSAQETQYF. Result: 1 (the TCR binds to the epitope). (2) The epitope is AYAQKIFKI. The TCR CDR3 sequence is CASSSPPSSGRRGTDTQYF. Result: 0 (the TCR does not bind to the epitope). (3) The epitope is NLWNTFTRL. The TCR CDR3 sequence is CSAEREISYEQYF. Result: 0 (the TCR does not bind to the epitope). (4) The TCR CDR3 sequence is CASSLAGEMYEQYF. Result: 0 (the TCR does not bind to the epitope). The epitope is IPSINVHHY. (5) The epitope is LPPAYTNSF. The TCR CDR3 sequence is CASSPRGTTEAFF. Result: 1 (the TCR binds to the epitope). (6) Result: 0 (the TCR does not bind to the epitope). The TCR CDR3 sequence is CASSFFSGGAYNEQFF. The epitope is AVFDRKSDAK. (7) The epitope is YLQPRTFLL. The TCR CDR3 sequence is CSVRGTDYGYTF. Result: 0 (the TCR does not bind to the epitope). (8) The epitope is AVFDRKSDAK. The TCR CDR3 sequence is CASSTDSYTGELFF. Result: 1 (the TCR binds to the epitope). (9) The epitope is RLYYDSMSY. The TCR CDR3 sequence is CASGLKADTQYF. Result: 1 (the TCR binds to the epitope).